Task: Predict the product of the given reaction.. Dataset: Forward reaction prediction with 1.9M reactions from USPTO patents (1976-2016) (1) The product is: [Br:1][C:2]1[CH:7]=[CH:6][C:5]([NH2:12])=[C:4]([N+:9]([O-:11])=[O:10])[CH:3]=1. Given the reactants [Br:1][C:2]1[CH:7]=[CH:6][C:5](F)=[C:4]([N+:9]([O-:11])=[O:10])[CH:3]=1.[NH2:12]C1C=CC=CC=1, predict the reaction product. (2) Given the reactants [CH3:1][C:2]([O:5][C:6]([C:8]1[CH:9]=[C:10]([F:32])[C:11]([CH3:31])=[C:12]([C:14]2[C:15]([C:28]([OH:30])=O)=[CH:16][C:17]([C:20]([NH:22][CH2:23][C:24]([CH3:27])([CH3:26])[CH3:25])=[O:21])=[CH:18][CH:19]=2)[CH:13]=1)=[O:7])([CH3:4])[CH3:3].C(Cl)CCl.C1C=CC2N(O)N=[N:43]C=2C=1.CCN(CC)CC.N, predict the reaction product. The product is: [NH2:43][C:28]([C:15]1[CH:16]=[C:17]([C:20]([NH:22][CH2:23][C:24]([CH3:27])([CH3:25])[CH3:26])=[O:21])[CH:18]=[CH:19][C:14]=1[C:12]1[C:11]([CH3:31])=[C:10]([F:32])[CH:9]=[C:8]([C:6]([O:5][C:2]([CH3:1])([CH3:3])[CH3:4])=[O:7])[CH:13]=1)=[O:30]. (3) Given the reactants [C:1]([O-:13])(=[O:12])[CH2:2][C:3]([CH2:8][C:9]([O-:11])=[O:10])([C:5]([O-:7])=[O:6])[OH:4].[Li+].[Li+].[Li+], predict the reaction product. The product is: [C:1]([OH:13])(=[O:12])[CH2:2][C:3]([CH2:8][C:9]([OH:11])=[O:10])([C:5]([OH:7])=[O:6])[OH:4]. (4) Given the reactants Br[CH2:2][C:3]1[CH:8]=[CH:7][CH:6]=[CH:5][C:4]=1[Cl:9].[C:10]([C:12]1[CH:17]=[CH:16][C:15]([N:18](CC2C=CC=CC=2C(F)(F)F)[C@H:19]2[CH2:23][CH2:22][N:21](C(OC(C)(C)C)=O)[CH2:20]2)=[CH:14][C:13]=1[C:42]([F:45])([F:44])[F:43])#[N:11], predict the reaction product. The product is: [Cl:9][C:4]1[CH:5]=[CH:6][CH:7]=[CH:8][C:3]=1[CH2:2][N:18]([C@H:19]1[CH2:23][CH2:22][NH:21][CH2:20]1)[C:15]1[CH:16]=[CH:17][C:12]([C:10]#[N:11])=[C:13]([C:42]([F:43])([F:44])[F:45])[CH:14]=1. (5) Given the reactants C(O[C:4](=[N:6][C:7](=O)[C:8]1[CH:13]=[CH:12][CH:11]=[CH:10][CH:9]=1)[CH3:5])C.Cl.[NH:16]([C:18]1[CH:23]=[CH:22][C:21]([S:24]([NH2:27])(=[O:26])=[O:25])=[CH:20][CH:19]=1)[NH2:17].C(N(CC)CC)C.O, predict the reaction product. The product is: [CH3:5][C:4]1[N:6]=[C:7]([C:8]2[CH:13]=[CH:12][CH:11]=[CH:10][CH:9]=2)[N:16]([C:18]2[CH:23]=[CH:22][C:21]([S:24]([NH2:27])(=[O:25])=[O:26])=[CH:20][CH:19]=2)[N:17]=1. (6) Given the reactants C(O[C:6](=O)[N:7]([CH2:9][C:10]([N:12]1[CH2:17][CH2:16][C:15]([CH2:19]/[CH:20]=[CH:21]/[C:22]2[CH:27]=[CH:26][C:25]([CH2:28][C:29]3[C:30]([CH2:40][CH3:41])=[N:31][N:32]4[C:37]([CH3:38])=[CH:36][C:35]([CH3:39])=[N:34][C:33]=34)=[CH:24][CH:23]=2)([OH:18])[CH2:14][CH2:13]1)=[O:11])C)(C)(C)C.C(C1C(CC2C=CC(/C=C/CC3(O)CCNCC3)=CC=2)=C2N=C(C)C=C(C)N2N=1)C.C(OC(N(C)CC(O)=O)=O)(C)(C)C.C(Cl)C[Cl:88].C1C=CC2N(O)N=NC=2C=1.CCN(CC)CC, predict the reaction product. The product is: [ClH:88].[CH2:40]([C:30]1[C:29]([CH2:28][C:25]2[CH:24]=[CH:23][C:22](/[CH:21]=[CH:20]/[CH2:19][C:15]3([OH:18])[CH2:14][CH2:13][N:12]([C:10](=[O:11])[CH2:9][NH:7][CH3:6])[CH2:17][CH2:16]3)=[CH:27][CH:26]=2)=[C:33]2[N:34]=[C:35]([CH3:39])[CH:36]=[C:37]([CH3:38])[N:32]2[N:31]=1)[CH3:41].